Task: Regression. Given two drug SMILES strings and cell line genomic features, predict the synergy score measuring deviation from expected non-interaction effect.. Dataset: NCI-60 drug combinations with 297,098 pairs across 59 cell lines (1) Drug 1: CC1=C2C(C(=O)C3(C(CC4C(C3C(C(C2(C)C)(CC1OC(=O)C(C(C5=CC=CC=C5)NC(=O)OC(C)(C)C)O)O)OC(=O)C6=CC=CC=C6)(CO4)OC(=O)C)OC)C)OC. Drug 2: CC(CN1CC(=O)NC(=O)C1)N2CC(=O)NC(=O)C2. Cell line: LOX IMVI. Synergy scores: CSS=37.6, Synergy_ZIP=-8.39, Synergy_Bliss=-6.71, Synergy_Loewe=-3.19, Synergy_HSA=-0.372. (2) Drug 1: C1CC(=O)NC(=O)C1N2CC3=C(C2=O)C=CC=C3N. Drug 2: C1=NC(=NC(=O)N1C2C(C(C(O2)CO)O)O)N. Cell line: HT29. Synergy scores: CSS=9.71, Synergy_ZIP=-0.704, Synergy_Bliss=2.50, Synergy_Loewe=-1.07, Synergy_HSA=3.05. (3) Drug 1: C1=CC(=CC=C1CCCC(=O)O)N(CCCl)CCCl. Drug 2: C1CC(=O)NC(=O)C1N2C(=O)C3=CC=CC=C3C2=O. Cell line: HCC-2998. Synergy scores: CSS=0.207, Synergy_ZIP=-4.28, Synergy_Bliss=-8.03, Synergy_Loewe=-12.3, Synergy_HSA=-8.68. (4) Drug 1: C1=CC(=C2C(=C1NCCNCCO)C(=O)C3=C(C=CC(=C3C2=O)O)O)NCCNCCO. Drug 2: CCC1=C2CN3C(=CC4=C(C3=O)COC(=O)C4(CC)O)C2=NC5=C1C=C(C=C5)O. Cell line: MCF7. Synergy scores: CSS=35.1, Synergy_ZIP=-6.53, Synergy_Bliss=-2.42, Synergy_Loewe=-0.623, Synergy_HSA=2.06. (5) Drug 1: CC1=C2C(C(=O)C3(C(CC4C(C3C(C(C2(C)C)(CC1OC(=O)C(C(C5=CC=CC=C5)NC(=O)OC(C)(C)C)O)O)OC(=O)C6=CC=CC=C6)(CO4)OC(=O)C)OC)C)OC. Drug 2: C1=CN(C=N1)CC(O)(P(=O)(O)O)P(=O)(O)O. Cell line: IGROV1. Synergy scores: CSS=24.6, Synergy_ZIP=-9.99, Synergy_Bliss=-8.46, Synergy_Loewe=-9.00, Synergy_HSA=-6.49.